Dataset: Peptide-MHC class I binding affinity with 185,985 pairs from IEDB/IMGT. Task: Regression. Given a peptide amino acid sequence and an MHC pseudo amino acid sequence, predict their binding affinity value. This is MHC class I binding data. The peptide sequence is QYSGFVRTL. The MHC is HLA-B08:01 with pseudo-sequence HLA-B08:01. The binding affinity (normalized) is 0.0847.